Dataset: Forward reaction prediction with 1.9M reactions from USPTO patents (1976-2016). Task: Predict the product of the given reaction. (1) Given the reactants [CH2:1]([C:3]([OH:8])([CH2:6][CH3:7])[C:4]#[CH:5])[CH3:2].Br[C:10]1[CH:15]=[CH:14][C:13]([C:16]([C:21]2[CH:26]=[C:25]([CH3:27])[C:24]([OH:28])=[C:23]([CH3:29])[CH:22]=2)([CH2:19][CH3:20])[CH2:17][CH3:18])=[CH:12][C:11]=1[CH3:30].C(=O)(O)[O-].[Na+], predict the reaction product. The product is: [CH2:17]([C:16]([C:21]1[CH:22]=[C:23]([CH3:29])[C:24]([OH:28])=[C:25]([CH3:27])[CH:26]=1)([C:13]1[CH:14]=[CH:15][C:10]([C:5]#[C:4][C:3]([CH2:6][CH3:7])([OH:8])[CH2:1][CH3:2])=[C:11]([CH3:30])[CH:12]=1)[CH2:19][CH3:20])[CH3:18]. (2) Given the reactants [I:1][C:2]1[CH:27]=[CH:26][C:5]([NH:6][CH2:7][C:8]2[CH:13]=[CH:12][C:11]([O:14][CH2:15][C:16]3[CH:21]=[CH:20][C:19]([O:22][CH3:23])=[CH:18][CH:17]=3)=[C:10]([O:24][CH3:25])[CH:9]=2)=[C:4]([N+:28]([O-])=O)[CH:3]=1.O.[Cl-].[NH4+], predict the reaction product. The product is: [I:1][C:2]1[CH:3]=[C:4]([NH2:28])[C:5]([NH:6][CH2:7][C:8]2[CH:13]=[CH:12][C:11]([O:14][CH2:15][C:16]3[CH:21]=[CH:20][C:19]([O:22][CH3:23])=[CH:18][CH:17]=3)=[C:10]([O:24][CH3:25])[CH:9]=2)=[CH:26][CH:27]=1. (3) Given the reactants C([NH:4][C:5]1[CH:30]=[CH:29][CH:28]=[CH:27][C:6]=1[CH2:7][N:8]1[C:17]2[C:12](=[CH:13][CH:14]=[C:15]([C:18]3[C:19]([CH3:24])=[N:20][O:21][C:22]=3[CH3:23])[CH:16]=2)[C:11](=[O:25])[CH:10]=[C:9]1[CH3:26])(=O)C.[Se](=O)=[O:32], predict the reaction product. The product is: [NH2:4][C:5]1[CH:30]=[CH:29][CH:28]=[CH:27][C:6]=1[CH2:7][N:8]1[C:17]2[C:12](=[CH:13][CH:14]=[C:15]([C:18]3[C:19]([CH3:24])=[N:20][O:21][C:22]=3[CH3:23])[CH:16]=2)[C:11](=[O:25])[CH:10]=[C:9]1[CH2:26][OH:32]. (4) Given the reactants [C:1]1([CH3:19])[CH:6]=[CH:5][C:4]([S:7]([N:10]2[CH2:15][CH2:14][S:13][CH2:12][C@H:11]2[C:16]([OH:18])=[O:17])(=[O:9])=[O:8])=[CH:3][CH:2]=1.[O:20]([CH2:27][CH2:28][CH2:29]O)[C:21]1[CH:26]=[CH:25][CH:24]=[CH:23][CH:22]=1.C1CCC(N=C=NC2CCCCC2)CC1, predict the reaction product. The product is: [O:20]([CH2:27][CH2:28][CH2:29][O:17][C:16]([C@@H:11]1[CH2:12][S:13][CH2:14][CH2:15][N:10]1[S:7]([C:4]1[CH:3]=[CH:2][C:1]([CH3:19])=[CH:6][CH:5]=1)(=[O:9])=[O:8])=[O:18])[C:21]1[CH:26]=[CH:25][CH:24]=[CH:23][CH:22]=1. (5) Given the reactants [CH:1]1([O:6][C:7]2[CH:8]=[C:9]([CH:30]=[CH:31][C:32]=2[O:33][CH3:34])[N:10]([C:18]2[CH:23]=[CH:22][C:21]([N+:24]([O-])=O)=[C:20]([C:27]([OH:29])=[O:28])[CH:19]=2)[CH2:11][C:12]2[CH:13]=[N:14][CH:15]=[CH:16][CH:17]=2)[CH2:5][CH2:4][CH2:3][CH2:2]1, predict the reaction product. The product is: [CH:1]1([O:6][C:7]2[CH:8]=[C:9]([CH:30]=[CH:31][C:32]=2[O:33][CH3:34])[N:10]([C:18]2[CH:23]=[CH:22][C:21]([NH2:24])=[C:20]([C:27]([OH:29])=[O:28])[CH:19]=2)[CH2:11][C:12]2[CH:13]=[N:14][CH:15]=[CH:16][CH:17]=2)[CH2:5][CH2:4][CH2:3][CH2:2]1.